From a dataset of Forward reaction prediction with 1.9M reactions from USPTO patents (1976-2016). Predict the product of the given reaction. (1) Given the reactants [Br:1][C:2]1[CH:3]=[C:4]([C:9]2([C:17]3[CH:22]=[CH:21][CH:20]=[C:19]([OH:23])[CH:18]=3)[NH:13][C:12](=[S:14])[N:11]([CH3:15])[C:10]2=[O:16])[CH:5]=[CH:6][C:7]=1[F:8].C(N(CC)CC)C.[CH3:31][S:32](Cl)(=[O:34])=[O:33], predict the reaction product. The product is: [CH3:31][S:32]([O:23][C:19]1[CH:20]=[CH:21][CH:22]=[C:17]([C:9]2([C:4]3[CH:5]=[CH:6][C:7]([F:8])=[C:2]([Br:1])[CH:3]=3)[C:10](=[O:16])[N:11]([CH3:15])[C:12](=[S:14])[NH:13]2)[CH:18]=1)(=[O:34])=[O:33]. (2) Given the reactants [CH3:1][C:2]1([CH3:16])[C:10]2[C:9]3[CH:11]=[CH:12][CH:13]=[CH:14][C:8]=3[CH:7]=[CH:6][C:5]=2[N:4]=[C:3]1[CH3:15].Br[CH2:18][CH2:19][C:20]([OH:22])=[O:21], predict the reaction product. The product is: [CH3:1][C:2]1([CH3:16])[C:10]2[C:9]3[CH:11]=[CH:12][CH:13]=[CH:14][C:8]=3[CH:7]=[CH:6][C:5]=2[N:4]([CH2:18][CH2:19][C:20]([OH:22])=[O:21])[CH:3]1[CH3:15]. (3) The product is: [F:28][C:24]1[CH:23]=[C:22]([NH:21][C:19](=[O:20])[CH2:18][C:16]2[NH:15][N:14]=[C:13]([NH:12][C:6]3[C:5]4[C:10](=[CH:11][CH:2]=[CH:3][CH:4]=4)[N:9]=[CH:8][N:7]=3)[CH:17]=2)[CH:27]=[CH:26][CH:25]=1. Given the reactants Br[C:2]1[CH:11]=[C:10]2[C:5]([C:6]([NH:12][C:13]3[CH:17]=[C:16]([CH2:18][C:19]([NH:21][C:22]4[CH:27]=[CH:26][CH:25]=[C:24]([F:28])[CH:23]=4)=[O:20])[NH:15][N:14]=3)=[N:7][CH:8]=[N:9]2)=[CH:4][CH:3]=1, predict the reaction product. (4) Given the reactants Br[C:2]1[CH:3]=[CH:4][C:5]2[N:6]([N:8]=[CH:9][C:10]=2[C:11]([NH:13][C:14]2[C:15]([CH3:24])=[N:16][CH:17]=[C:18]([CH:23]=2)[C:19]([O:21]C)=[O:20])=[O:12])[CH:7]=1.[CH3:25][N:26]1[CH:30]=[C:29](B2OC(C)(C)C(C)(C)O2)[CH:28]=[N:27]1.C(=O)([O-])[O-].[Cs+].[Cs+].C(Cl)Cl, predict the reaction product. The product is: [CH3:24][C:15]1[C:14]([NH:13][C:11]([C:10]2[CH:9]=[N:8][N:6]3[CH:7]=[C:2]([C:29]4[CH:28]=[N:27][N:26]([CH3:25])[CH:30]=4)[CH:3]=[CH:4][C:5]=23)=[O:12])=[CH:23][C:18]([C:19]([OH:21])=[O:20])=[CH:17][N:16]=1.